Dataset: Forward reaction prediction with 1.9M reactions from USPTO patents (1976-2016). Task: Predict the product of the given reaction. (1) Given the reactants C(N1C=CN=C1)(N1C=CN=C1)=O.[C:13]([C:15]1[CH:31]=[CH:30][C:18]([CH2:19][NH:20][C:21](=[O:29])[CH:22]([O:26][CH2:27][CH3:28])[C:23]([OH:25])=O)=[CH:17][CH:16]=1)#[N:14].[C:32](=[N:40]O)([NH2:39])[C:33]1[CH:38]=[CH:37][CH:36]=[CH:35][CH:34]=1, predict the reaction product. The product is: [C:13]([C:15]1[CH:16]=[CH:17][C:18]([CH2:19][NH:20][C:21](=[O:29])[CH:22]([O:26][CH2:27][CH3:28])[C:23]2[O:25][N:40]=[C:32]([C:33]3[CH:38]=[CH:37][CH:36]=[CH:35][CH:34]=3)[N:39]=2)=[CH:30][CH:31]=1)#[N:14]. (2) Given the reactants [CH:1]1[C:14]2[C:13](=[O:15])[C:12]3[C:7](=[CH:8][CH:9]=[CH:10][CH:11]=3)[S:6][C:5]=2[CH:4]=[CH:3][CH:2]=1.[BH4-].[Na+], predict the reaction product. The product is: [CH:11]1[C:12]2[CH:13]([OH:15])[C:14]3[C:5](=[CH:4][CH:3]=[CH:2][CH:1]=3)[S:6][C:7]=2[CH:8]=[CH:9][CH:10]=1. (3) Given the reactants [O:1]=[C:2]1[NH:7][C:6]2[CH:8]=[C:9]([C:12]([OH:14])=O)[CH:10]=[CH:11][C:5]=2[S:4][CH2:3]1.[CH3:15][O:16][C:17]1[CH:26]=[C:25]2[C:20]([N:21]=[CH:22][C:23]([O:27][CH2:28][CH2:29][N:30]3[CH2:35][CH2:34][CH:33]([NH2:36])[CH2:32][CH2:31]3)=[N:24]2)=[CH:19][CH:18]=1.ON1C2C=CC=CC=2N=N1.Cl.CN(C)CCCN=C=NCC.C(N(CC)C(C)C)(C)C, predict the reaction product. The product is: [CH3:15][O:16][C:17]1[CH:26]=[C:25]2[C:20]([N:21]=[CH:22][C:23]([O:27][CH2:28][CH2:29][N:30]3[CH2:31][CH2:32][CH:33]([NH:36][C:12]([C:9]4[CH:10]=[CH:11][C:5]5[S:4][CH2:3][C:2](=[O:1])[NH:7][C:6]=5[CH:8]=4)=[O:14])[CH2:34][CH2:35]3)=[N:24]2)=[CH:19][CH:18]=1. (4) The product is: [Br:31][CH2:2][C:3]1[CH:4]=[C:5]([CH:9]=[O:10])[S:6][C:7]=1[CH3:8]. Given the reactants O[CH2:2][C:3]1[CH:4]=[C:5]([CH:9]=[O:10])[S:6][C:7]=1[CH3:8].C1C=CC(P(C2C=CC=CC=2)C2C=CC=CC=2)=CC=1.C(Br)(Br)(Br)[Br:31], predict the reaction product. (5) Given the reactants [CH3:1][O:2][C:3](=[O:7])[CH2:4][C:5]#[N:6].[OH:8][NH2:9].Cl, predict the reaction product. The product is: [CH3:1][O:2][C:3](=[O:7])[CH2:4][C:5](=[NH:6])[NH:9][OH:8]. (6) Given the reactants [Cl:1][C:2]1[C:3]([F:42])=[C:4]([C@@H:8]2[C@:12]([C:15]3[CH:20]=[CH:19][C:18]([Cl:21])=[CH:17][C:16]=3[F:22])([C:13]#[N:14])[C@H:11]([CH2:23][C:24]([CH3:27])([CH3:26])[CH3:25])[NH:10][C@H:9]2[C:28]([NH:30][C:31]2[CH:39]=[CH:38][C:34]([C:35]([OH:37])=[O:36])=[CH:33][C:32]=2[O:40][CH3:41])=[O:29])[CH:5]=[CH:6][CH:7]=1.[CH3:43][C:44]1([CH3:51])[O:48][CH:47]([CH2:49]O)[CH2:46][O:45]1.[H-].[Na+], predict the reaction product. The product is: [Cl:1][C:2]1[C:3]([F:42])=[C:4]([C@@H:8]2[C@:12]([C:15]3[CH:20]=[CH:19][C:18]([Cl:21])=[CH:17][C:16]=3[F:22])([C:13]#[N:14])[C@H:11]([CH2:23][C:24]([CH3:26])([CH3:27])[CH3:25])[NH:10][C@H:9]2[C:28]([NH:30][C:31]2[CH:39]=[CH:38][C:34]([C:35]([O:37][CH2:49][CH:47]3[CH2:46][O:45][C:44]([CH3:51])([CH3:43])[O:48]3)=[O:36])=[CH:33][C:32]=2[O:40][CH3:41])=[O:29])[CH:5]=[CH:6][CH:7]=1.